This data is from Forward reaction prediction with 1.9M reactions from USPTO patents (1976-2016). The task is: Predict the product of the given reaction. (1) Given the reactants [OH2:1].[Cl:2][C:3]1[CH:4]=[C:5]([CH:8]=[CH:9][CH:10]=1)[CH:6]=[CH2:7].[OH-].[Na+], predict the reaction product. The product is: [Cl:2][C:3]1[CH:4]=[C:5]([CH:8]=[CH:9][CH:10]=1)[C@H:6]1[O:1][CH2:7]1. (2) Given the reactants [F:1][C:2]1[CH:7]=[CH:6][C:5]([CH2:8][C:9]2[CH:18]=[C:17]3[C:12]([C:13]([OH:26])=[C:14]([C:21](OCC)=[O:22])[C:15](=[O:20])[N:16]3[CH3:19])=[N:11][CH:10]=2)=[CH:4][CH:3]=1.[NH2:27][C:28]1([CH2:33][OH:34])[CH2:32][CH2:31][CH2:30][CH2:29]1, predict the reaction product. The product is: [F:1][C:2]1[CH:7]=[CH:6][C:5]([CH2:8][C:9]2[CH:18]=[C:17]3[C:12]([C:13]([OH:26])=[C:14]([C:21]([NH:27][C:28]4([CH2:33][OH:34])[CH2:32][CH2:31][CH2:30][CH2:29]4)=[O:22])[C:15](=[O:20])[N:16]3[CH3:19])=[N:11][CH:10]=2)=[CH:4][CH:3]=1. (3) The product is: [F:33][C:30]1[CH:29]=[CH:28][C:27]([C:26]2[N:25]([CH2:34][CH2:35][CH:36]([CH3:37])[CH3:38])[N:24]=[C:23]([CH3:39])[C:22]=2[C:9]2[CH:10]=[CH:11][C:12]3[O:17][CH2:16][C:15](=[O:18])[NH:14][C:13]=3[CH:19]=2)=[CH:32][CH:31]=1. Given the reactants CC1(C)C(C)(C)OB([C:9]2[CH:10]=[CH:11][C:12]3[O:17][CH2:16][C:15](=[O:18])[NH:14][C:13]=3[CH:19]=2)O1.Br[C:22]1[C:23]([CH3:39])=[N:24][N:25]([CH2:34][CH2:35][CH:36]([CH3:38])[CH3:37])[C:26]=1[C:27]1[CH:32]=[CH:31][C:30]([F:33])=[CH:29][CH:28]=1.C(=O)([O-])[O-].[Cs+].[Cs+].O, predict the reaction product. (4) Given the reactants CC1(C)C(C)(C)OB([C:9]2[CH:14]=[CH:13][C:12]([N:15]3[CH:19]=[N:18][N:17]=[N:16]3)=[CH:11][CH:10]=2)O1.Br[C:22]1[CH:23]=[C:24]2[C:28](=[CH:29][CH:30]=1)[N:27]([CH:31]1[CH2:36][CH2:35][N:34]([C:37]3[N:42]=[CH:41][C:40]([CH2:43][CH3:44])=[CH:39][N:38]=3)[CH2:33][CH2:32]1)[CH:26]=[CH:25]2, predict the reaction product. The product is: [N:15]1([C:12]2[CH:11]=[CH:10][C:9]([C:22]3[CH:23]=[C:24]4[C:28](=[CH:29][CH:30]=3)[N:27]([CH:31]3[CH2:36][CH2:35][N:34]([C:37]5[N:42]=[CH:41][C:40]([CH2:43][CH3:44])=[CH:39][N:38]=5)[CH2:33][CH2:32]3)[CH:26]=[CH:25]4)=[CH:14][CH:13]=2)[CH:19]=[N:18][N:17]=[N:16]1. (5) Given the reactants COC1C=C([C:11](=O)[CH2:12][CH2:13][C:14]([N:16]2[CH2:21][CH2:20][N:19]3CCC[C@H:18]3[CH2:17]2)=O)C=CC=1OC.C(OC(N1CCCC[C@@H]1C(O)=O)=O)(C)(C)C.[F:42][C:43]1[CH:44]=[C:45]([CH:53]=[CH:54][C:55]=1[O:56][CH3:57])[C:46]([CH2:48][CH2:49][C:50]([OH:52])=O)=[O:47], predict the reaction product. The product is: [F:42][C:43]1[CH:44]=[C:45]([C:46](=[O:47])[CH2:48][CH2:49][C:50]([N:19]2[CH2:20][CH2:21][N:16]3[CH2:14][CH2:13][CH2:12][CH2:11][C@@H:17]3[CH2:18]2)=[O:52])[CH:53]=[CH:54][C:55]=1[O:56][CH3:57]. (6) Given the reactants [CH3:1][C:2]1[CH:3]=[N:4][N:5]([C:7]2[CH:12]=[CH:11][N:10]=[CH:9][C:8]=2[N:13]2[CH2:18][CH2:17][CH:16]([C:19]([NH:21][C@@H:22]3[CH2:26][CH2:25][O:24][CH2:23]3)=[O:20])[CH2:15][CH2:14]2)[CH:6]=1.[H-].[Na+].[CH3:29]I.[Cl-].[NH4+], predict the reaction product. The product is: [CH3:29][N:21]([C@@H:22]1[CH2:26][CH2:25][O:24][CH2:23]1)[C:19]([CH:16]1[CH2:17][CH2:18][N:13]([C:8]2[CH:9]=[N:10][CH:11]=[CH:12][C:7]=2[N:5]2[CH:6]=[C:2]([CH3:1])[CH:3]=[N:4]2)[CH2:14][CH2:15]1)=[O:20]. (7) Given the reactants FC(F)(F)C([O:5][C:6]1[CH:11]=[CH:10][C:9]([N:12]([CH2:19][C:20]2[C:25]([F:26])=[C:24]([F:27])[C:23]([C:28]([F:31])([F:30])[F:29])=[C:22]([F:32])[C:21]=2[F:33])C(=O)C(F)(F)F)=[CH:8][C:7]=1[C:34](=[O:36])[NH2:35])=O, predict the reaction product. The product is: [OH:5][C:6]1[CH:11]=[CH:10][C:9]([NH:12][CH2:19][C:20]2[C:21]([F:33])=[C:22]([F:32])[C:23]([C:28]([F:31])([F:30])[F:29])=[C:24]([F:27])[C:25]=2[F:26])=[CH:8][C:7]=1[C:34]([NH2:35])=[O:36]. (8) Given the reactants [C:1]([O:5][C:6]([N:8]1[CH2:34][CH2:33][C:11]2([N:15]([C:16]3[CH:21]=[CH:20][CH:19]=[CH:18][CH:17]=3)[CH2:14][N:13]([CH2:22][C:23]3[CH:24]=[C:25]([CH:29]=[CH:30][CH:31]=3)[C:26]([OH:28])=[O:27])[C:12]2=[O:32])[CH2:10][CH2:9]1)=[O:7])([CH3:4])([CH3:3])[CH3:2].C1(N=C=NC2CCCCC2)CCCCC1.O[CH2:51][CH2:52][N:53]1[CH2:58][CH2:57][O:56][CH2:55][CH2:54]1, predict the reaction product. The product is: [O:56]1[CH2:57][CH2:58][N:53]([CH2:52][CH2:51][O:27][C:26]([C:25]2[CH:24]=[C:23]([CH:31]=[CH:30][CH:29]=2)[CH2:22][N:13]2[C:12](=[O:32])[C:11]3([CH2:33][CH2:34][N:8]([C:6]([O:5][C:1]([CH3:4])([CH3:2])[CH3:3])=[O:7])[CH2:9][CH2:10]3)[N:15]([C:16]3[CH:21]=[CH:20][CH:19]=[CH:18][CH:17]=3)[CH2:14]2)=[O:28])[CH2:54][CH2:55]1. (9) Given the reactants [NH:1]1[C:9]2[C:4](=[CH:5][CH:6]=[CH:7][CH:8]=2)[C:3]([CH:10]2[CH2:15][CH2:14][C:13](=O)[CH2:12][CH2:11]2)=[CH:2]1.[NH:17]1[C:25]2[C:20](=[C:21]([N:26]3[CH2:31][CH2:30][NH:29][CH2:28][CH2:27]3)[CH:22]=[CH:23][CH:24]=2)[CH:19]=[CH:18]1.C(O[BH-](OC(=O)C)OC(=O)C)(=O)C.[Na+].C(O)(=O)C, predict the reaction product. The product is: [NH:17]1[C:25]2[C:20](=[C:21]([N:26]3[CH2:31][CH2:30][N:29]([C@@H:13]4[CH2:14][CH2:15][C@H:10]([C:3]5[C:4]6[C:9](=[CH:8][CH:7]=[CH:6][CH:5]=6)[NH:1][CH:2]=5)[CH2:11][CH2:12]4)[CH2:28][CH2:27]3)[CH:22]=[CH:23][CH:24]=2)[CH:19]=[CH:18]1. (10) Given the reactants [CH2:1]([N:8]1[CH:15](O)[C@H:14]2[N:10]([C@H:11]([C:17]3[CH:22]=[CH:21][CH:20]=[CH:19][CH:18]=3)[S:12][CH2:13]2)[C:9]1=[O:23])[C:2]1[CH:7]=[CH:6][CH:5]=[CH:4][CH:3]=1.B(F)(F)F.CCO[CH2:31][CH3:32].Cl[CH2:34]Cl, predict the reaction product. The product is: [CH2:34]([C@H:15]1[C@H:14]2[N:10]([C@H:11]([C:17]3[CH:22]=[CH:21][CH:20]=[CH:19][CH:18]=3)[S:12][CH2:13]2)[C:9](=[O:23])[N:8]1[CH2:1][C:2]1[CH:7]=[CH:6][CH:5]=[CH:4][CH:3]=1)[CH:31]=[CH2:32].